Dataset: Catalyst prediction with 721,799 reactions and 888 catalyst types from USPTO. Task: Predict which catalyst facilitates the given reaction. Reactant: [OH:1][C:2]1[C:10]([CH3:11])=[CH:9][C:8]([I:12])=[CH:7][C:3]=1[C:4]([O-:6])=[O:5].[C:13](OC(=O)C)(=[O:15])[CH3:14].[C:20]([O-])(O)=O.[Na+]. Product: [C:13]([O:1][C:2]1[C:10]([CH3:11])=[CH:9][C:8]([I:12])=[CH:7][C:3]=1[C:4]([O:6][CH3:20])=[O:5])(=[O:15])[CH3:14]. The catalyst class is: 65.